From a dataset of Catalyst prediction with 721,799 reactions and 888 catalyst types from USPTO. Predict which catalyst facilitates the given reaction. Reactant: Cl.[CH3:2][N:3]1[CH:7]=[C:6]([NH2:8])[N:5]=[CH:4]1.[Cl:9][C:10]1[N:11]=[C:12](Cl)[C:13]2[CH:19]=[CH:18][CH:17]=[N:16][C:14]=2[N:15]=1. Product: [Cl:9][C:10]1[N:11]=[C:12]([NH:8][C:6]2[N:5]=[CH:4][N:3]([CH3:2])[CH:7]=2)[C:13]2[CH:19]=[CH:18][CH:17]=[N:16][C:14]=2[N:15]=1. The catalyst class is: 8.